Dataset: Full USPTO retrosynthesis dataset with 1.9M reactions from patents (1976-2016). Task: Predict the reactants needed to synthesize the given product. The reactants are: [F:1][C:2]1[CH:16]=[CH:15][C:5]([CH2:6][NH:7][CH:8]([C:12]([NH2:14])=[O:13])[C:9]([NH2:11])=[O:10])=[CH:4][CH:3]=1.[CH:17](OCC)(OCC)OCC.CC1C=CC(S(O)(=O)=O)=CC=1. Given the product [OH:13][C:12]1[N:14]=[CH:17][N:7]([CH2:6][C:5]2[CH:4]=[CH:3][C:2]([F:1])=[CH:16][CH:15]=2)[C:8]=1[C:9]([NH2:11])=[O:10], predict the reactants needed to synthesize it.